Dataset: Catalyst prediction with 721,799 reactions and 888 catalyst types from USPTO. Task: Predict which catalyst facilitates the given reaction. (1) Reactant: C([O:3][C:4]([C:6]1[S:7][C:8]([C:13](O)=[O:14])=[C:9]([CH3:12])[C:10]=1[CH3:11])=[O:5])C.[H-].C([Al+]CC(C)C)C(C)C. Product: [OH:14][CH2:13][C:8]1[S:7][C:6]([C:4]([OH:5])=[O:3])=[C:10]([CH3:11])[C:9]=1[CH3:12]. The catalyst class is: 1. (2) The catalyst class is: 439. Reactant: Br[C:2]1[CH:3]=[C:4]([NH2:22])[C:5]([N:9]([CH:14]2[CH2:19][CH2:18][C:17]([F:21])([F:20])[CH2:16][CH2:15]2)[CH2:10][CH:11]([CH3:13])[CH3:12])=[CH:6][C:7]=1[F:8].[F:23][C:24]1[CH:33]=[CH:32][C:27]([C:28]([O:30][CH3:31])=[O:29])=[C:26](B2OC(C)(C)C(C)(C)O2)[CH:25]=1.P([O-])([O-])([O-])=O.[K+].[K+].[K+]. Product: [NH2:22][C:4]1[C:5]([N:9]([CH:14]2[CH2:19][CH2:18][C:17]([F:21])([F:20])[CH2:16][CH2:15]2)[CH2:10][CH:11]([CH3:13])[CH3:12])=[CH:6][C:7]([F:8])=[C:2]([C:26]2[C:27]([C:28]([O:30][CH3:31])=[O:29])=[CH:32][CH:33]=[C:24]([F:23])[CH:25]=2)[CH:3]=1. (3) Reactant: [C:1]([O:8][CH3:9])(=[O:7])[CH2:2][C:3]([O:5][CH3:6])=[O:4].[H-].[Na+].[Br:12][C:13]1[CH:18]=[CH:17][C:16]([C:19]23[O:25][C:22]([CH2:26]I)([CH2:23][CH2:24]2)[CH2:21][CH2:20]3)=[CH:15][CH:14]=1. Product: [Br:12][C:13]1[CH:18]=[CH:17][C:16]([C:19]23[O:25][C:22]([CH2:3][CH2:2][C:1]([O:8][CH3:9])=[O:7])([CH2:23][CH2:24]2)[CH2:21][CH2:20]3)=[CH:15][CH:14]=1.[Br:12][C:13]1[CH:18]=[CH:17][C:16]([C:19]23[O:25][C:22]([CH2:26][CH:2]([C:1]([O:8][CH3:9])=[O:7])[C:3]([O:5][CH3:6])=[O:4])([CH2:23][CH2:24]2)[CH2:21][CH2:20]3)=[CH:15][CH:14]=1. The catalyst class is: 44. (4) Reactant: [Br:1][C:2]1[N:7]=[C:6]([Cl:8])[C:5]2[N:9]=[C:10](/[C:14](=[N:17]/[OH:18])/[C:15]#[N:16])[N:11]([CH2:12][CH3:13])[C:4]=2[CH:3]=1.NO.CC[N:23](CC)CC. Product: [Br:1][C:2]1[N:7]=[C:6]([Cl:8])[C:5]2[N:9]=[C:10]([C:14]3[C:15]([NH2:23])=[N:16][O:18][N:17]=3)[N:11]([CH2:12][CH3:13])[C:4]=2[CH:3]=1. The catalyst class is: 12. (5) Reactant: [NH:1]1[C:9]2[C:4](=[CH:5][C:6]([NH:10][CH:11]3[CH2:16][CH2:15][C:14](=O)[CH2:13][CH2:12]3)=[CH:7][CH:8]=2)[CH:3]=[N:2]1.[F:18][C:19]1[CH:26]=[CH:25][C:22]([CH2:23][NH2:24])=[CH:21][CH:20]=1.C(O[BH-](OC(=O)C)OC(=O)C)(=O)C.[Na+].Cl.CO. Product: [F:18][C:19]1[CH:26]=[CH:25][C:22]([CH2:23][NH:24][CH:14]2[CH2:15][CH2:16][CH:11]([NH:10][C:6]3[CH:5]=[C:4]4[C:9](=[CH:8][CH:7]=3)[NH:1][N:2]=[CH:3]4)[CH2:12][CH2:13]2)=[CH:21][CH:20]=1. The catalyst class is: 5. (6) Reactant: Br[C:2]1[CH:7]=[CH:6][C:5]([CH:8]2[CH2:13][CH2:12][N:11]([CH3:14])[CH2:10][CH2:9]2)=[CH:4][CH:3]=1.[B:15]1([B:15]2[O:19][C:18]([CH3:21])([CH3:20])[C:17]([CH3:23])([CH3:22])[O:16]2)[O:19][C:18]([CH3:21])([CH3:20])[C:17]([CH3:23])([CH3:22])[O:16]1.C([O-])(=O)C.[K+]. Product: [CH3:14][N:11]1[CH2:12][CH2:13][CH:8]([C:5]2[CH:6]=[CH:7][C:2]([B:15]3[O:19][C:18]([CH3:21])([CH3:20])[C:17]([CH3:23])([CH3:22])[O:16]3)=[CH:3][CH:4]=2)[CH2:9][CH2:10]1. The catalyst class is: 368.